Dataset: Forward reaction prediction with 1.9M reactions from USPTO patents (1976-2016). Task: Predict the product of the given reaction. (1) Given the reactants N[C:2]1[CH:3]=[C:4]([CH:8]=[CH:9][C:10]=1[C:11]([O:13][CH3:14])=[O:12])[C:5]([OH:7])=[O:6].N([O-])=O.[Na+].C(OCC)(=O)C.[ClH:25], predict the reaction product. The product is: [Cl:25][C:2]1[CH:3]=[C:4]([CH:8]=[CH:9][C:10]=1[C:11]([O:13][CH3:14])=[O:12])[C:5]([OH:7])=[O:6]. (2) Given the reactants [CH3:1][C:2]1([CH3:32])[CH2:11][CH:10]=[C:9](OS(C(F)(F)F)(=O)=O)[C:8]2[CH:7]=[C:6](/[CH:20]=[CH:21]/[C:22]3[CH:31]=[CH:30][C:25]([C:26]([O:28]C)=[O:27])=[CH:24][CH:23]=3)[CH:5]=[CH:4][C:3]1=2.[CH3:33][Si]([N-][Si](C)(C)C)(C)C.[Li+].FC(F)(F)S(N([C:56]1[CH:61]=[CH:60][CH:59]=[CH:58]N=1)S(C(F)(F)F)(=O)=O)(=O)=O.O1CC[CH2:66][CH2:65]1, predict the reaction product. The product is: [CH3:1][C:2]1([CH3:32])[CH2:11][CH:33]=[C:9](/[CH:10]=[CH:56]/[C:61]2[CH:66]=[CH:65][CH:58]=[CH:59][CH:60]=2)[C:8]2[CH:7]=[C:6](/[CH:20]=[CH:21]/[C:22]3[CH:31]=[CH:30][C:25]([C:26]([OH:28])=[O:27])=[CH:24][CH:23]=3)[CH:5]=[CH:4][C:3]1=2. (3) Given the reactants N1C2C(=C(N3CCN(CC4CCC5C(=CC=CC=5)N4)CC3)C=CC=2)C=C1.[F:27][C:28]1[CH:29]=[C:30]2[C:35](=[CH:36][CH:37]=1)[N:34]=[C:33]([CH2:38][N:39]1[CH2:44][CH2:43][N:42]([C:45]3[CH:53]=[CH:52][CH:51]=[C:50]4[C:46]=3[CH:47]=[CH:48][NH:49]4)[CH2:41][CH2:40]1)[CH:32]=[CH:31]2, predict the reaction product. The product is: [F:27][C:28]1[CH:29]=[C:30]2[C:35](=[CH:36][CH:37]=1)[NH:34][CH:33]([CH2:38][N:39]1[CH2:44][CH2:43][N:42]([C:45]3[CH:53]=[CH:52][CH:51]=[C:50]4[C:46]=3[CH:47]=[CH:48][NH:49]4)[CH2:41][CH2:40]1)[CH2:32][CH2:31]2. (4) Given the reactants C([S:4][C@@H:5]1[CH2:9][CH2:8][N:7]([C:10]2[S:11][CH:12]=[C:13]([C:15](=[O:17])[NH2:16])[N:14]=2)[CH2:6]1)(=O)C.C(O)(=O)C.NN.C1(P(O[C:39]2[C@H:40]([CH3:63])[C@H:41]3[C@@H:58]([C@H:59]([OH:61])[CH3:60])[C:57](=[O:62])[N:42]3[C:43]=2[C:44]([O:46][CH2:47][C:48]2[CH:53]=[CH:52][C:51]([N+:54]([O-:56])=[O:55])=[CH:50][CH:49]=2)=[O:45])(C2C=CC=CC=2)=O)C=CC=CC=1.C(N(C(C)C)CC)(C)C.C(=O)([O-])O.[Na+], predict the reaction product. The product is: [C:15]([C:13]1[N:14]=[C:10]([N:7]2[CH2:8][CH2:9][C@@H:5]([S:4][C:39]3[C@H:40]([CH3:63])[C@@H:41]4[C@@H:58]([C@H:59]([OH:61])[CH3:60])[C:57](=[O:62])[N:42]4[C:43]=3[C:44]([O:46][CH2:47][C:48]3[CH:49]=[CH:50][C:51]([N+:54]([O-:56])=[O:55])=[CH:52][CH:53]=3)=[O:45])[CH2:6]2)[S:11][CH:12]=1)(=[O:17])[NH2:16]. (5) Given the reactants [OH:1][C:2]1[CH:7]=[C:6]([CH3:8])O[C:4](=[O:9])[CH:3]=1.[CH3:10][O:11][C:12]1[CH:19]=[CH:18][CH:17]=[CH:16][C:13]=1[CH2:14][NH2:15], predict the reaction product. The product is: [CH3:10][O:11][C:12]1[CH:19]=[CH:18][CH:17]=[CH:16][C:13]=1[CH2:14][N:15]1[C:6]([CH3:8])=[CH:7][C:2]([OH:1])=[CH:3][C:4]1=[O:9].